From a dataset of NCI-60 drug combinations with 297,098 pairs across 59 cell lines. Regression. Given two drug SMILES strings and cell line genomic features, predict the synergy score measuring deviation from expected non-interaction effect. (1) Drug 1: COC1=NC(=NC2=C1N=CN2C3C(C(C(O3)CO)O)O)N. Drug 2: CN(C(=O)NC(C=O)C(C(C(CO)O)O)O)N=O. Cell line: MDA-MB-435. Synergy scores: CSS=3.33, Synergy_ZIP=0.0272, Synergy_Bliss=4.72, Synergy_Loewe=-5.69, Synergy_HSA=-0.432. (2) Drug 1: CC1=C2C(C(=O)C3(C(CC4C(C3C(C(C2(C)C)(CC1OC(=O)C(C(C5=CC=CC=C5)NC(=O)OC(C)(C)C)O)O)OC(=O)C6=CC=CC=C6)(CO4)OC(=O)C)OC)C)OC. Drug 2: C1C(C(OC1N2C=NC3=C2NC=NCC3O)CO)O. Cell line: MDA-MB-231. Synergy scores: CSS=43.8, Synergy_ZIP=2.82, Synergy_Bliss=5.90, Synergy_Loewe=5.67, Synergy_HSA=7.37. (3) Drug 1: CC12CCC(CC1=CCC3C2CCC4(C3CC=C4C5=CN=CC=C5)C)O. Drug 2: C#CCC(CC1=CN=C2C(=N1)C(=NC(=N2)N)N)C3=CC=C(C=C3)C(=O)NC(CCC(=O)O)C(=O)O. Cell line: NCI-H460. Synergy scores: CSS=-7.46, Synergy_ZIP=-0.275, Synergy_Bliss=-7.37, Synergy_Loewe=-8.18, Synergy_HSA=-8.65. (4) Drug 1: C1=CC(=CC=C1CC(C(=O)O)N)N(CCCl)CCCl.Cl. Drug 2: CN(C(=O)NC(C=O)C(C(C(CO)O)O)O)N=O. Cell line: CAKI-1. Synergy scores: CSS=15.3, Synergy_ZIP=-7.59, Synergy_Bliss=-7.92, Synergy_Loewe=-29.5, Synergy_HSA=-6.83. (5) Drug 1: CC1=C(C=C(C=C1)NC(=O)C2=CC=C(C=C2)CN3CCN(CC3)C)NC4=NC=CC(=N4)C5=CN=CC=C5. Drug 2: CC1=C(N=C(N=C1N)C(CC(=O)N)NCC(C(=O)N)N)C(=O)NC(C(C2=CN=CN2)OC3C(C(C(C(O3)CO)O)O)OC4C(C(C(C(O4)CO)O)OC(=O)N)O)C(=O)NC(C)C(C(C)C(=O)NC(C(C)O)C(=O)NCCC5=NC(=CS5)C6=NC(=CS6)C(=O)NCCC[S+](C)C)O. Cell line: M14. Synergy scores: CSS=16.4, Synergy_ZIP=-6.09, Synergy_Bliss=-5.92, Synergy_Loewe=-18.3, Synergy_HSA=-8.00.